Dataset: Antibody developability classification from SAbDab with 2,409 antibodies. Task: Regression/Classification. Given an antibody's heavy chain and light chain sequences, predict its developability. TAP uses regression for 5 developability metrics; SAbDab uses binary classification. (1) The antibody is ['EVKLEESGGGLVQPGGSMKLSCVVSGLTFSRFWMSWVRQSPEKGLEWVAEIRLKSDNYATHYAESVKGKFTISRDDSKSRLYLQMNSLRTEDTGIYYCKIYFYSFSYWGQGTLVTVSA', 'ELVMTQTPLSLPVSLGDQASISCRSSQSLVHSYGNTFLNWYLQKSGQSPKLLIYKVSNRFSGVPDRFSGSGSGTDFTLKISRVEAEDLGVYFCSQGTHVPYTFGGGTKLEIK']. Result: 0 (not developable). (2) The antibody is ['QLQLVESGGGLVQPGGSLRLSCAASGFTFSSYAMSWVRQAPGKGLEWVSAINSGGGSTSYADSVKGRFTISRDNAKNTLYLQMNSLKPEDTAVYYCATPGDRLWYYRYDYWGQGTQVTVSS', 'QAGLTQPPSVSGTLGKAVTISCAGTSSDIGYGNYVSWYQQLPGTAPKLLIYKVSRRASGVPDRFSGSKSGNTASLSISGLQSEDEADYYCASYRYRNNVVFGGGTHLTVL']. Result: 1 (developable). (3) The antibody is ['EVQLQESGAELMKPGASVKLSCKTSGYTFIGYWIEWLKQRPGHGLEWVGEIFPGSGRTKYNEKFKGRATFTADTSSNMAYMQLSSLTTEDSAIYYCARYYYGSYYALDYWGQGTSVTVSS', 'DIVMTQSPSSLSVSAGEKVTLSCKSSQSLLHSGNQKNYLAWYQQKPGQAPKLLIYGASTRESGVPDRFTGSGSGTDFTLTISSVQAEDLAVYYCQNDHSYPLTFGAGTKLELK']. Result: 0 (not developable). (4) The antibody is ['QVQLQESGPGLVKPSETLSLTCTVSGFSLTSYIVDWIRQPPGKGLEWIGVIWAGGSTGYNSALRSRVSITKDTSKNQFSLKLSSVTAADTAVYYCASAAYYSYYNYDGFAYWGQGTLVTVSS', 'DVVMTQSPLSLPVTLGQPASISCKSSQSLLYTDGKTYLYWFLQRPGQSPRRLIYLVSKLDSGVPDRFSGSGSGTDFTLKISRVEAEDVGVYYCLQSTHFPHTFGGGTKVEIK']. Result: 0 (not developable). (5) The antibody is ['EVQLVQSGAEVKKPGESLKISCKGSGYSFTSYWIGWVRQMPGKGLEWMGIIYPGDSDTRYSPSFQGQVTISADKSISTAYLQWSSLKASDTAMYYCARVVADREGFGYYYGMDVWGQGTTVTVSS', 'EIVLTQSPGTLSLSPGERATLSCRASQSVSSSYLAWYQQKPGQAPRLLIYGASSRATGIPDRFSGSGSGTDFTLTISRLEPEDFAVYYCQQYGSSPWTFGQGTKVEIK']. Result: 1 (developable).